This data is from Full USPTO retrosynthesis dataset with 1.9M reactions from patents (1976-2016). The task is: Predict the reactants needed to synthesize the given product. (1) The reactants are: [OH:1][C:2]1[CH:11]=[CH:10][C:9]([O:12][CH3:13])=[CH:8][C:3]=1[C:4]([O:6][CH3:7])=[O:5].CO.[Br:16]Br. Given the product [Br:16][C:11]1[C:2]([OH:1])=[C:3]([CH:8]=[C:9]([O:12][CH3:13])[CH:10]=1)[C:4]([O:6][CH3:7])=[O:5], predict the reactants needed to synthesize it. (2) Given the product [C:9]1([C:19](=[N:6][NH2:7])[CH3:20])[CH:14]=[CH:13][CH:12]=[CH:11][CH:10]=1, predict the reactants needed to synthesize it. The reactants are: CO.[O-2].[Ba+2].O.[NH2:6][NH2:7].C(=O)[C:9]1[CH:14]=[CH:13][CH:12]=[CH:11][CH:10]=1.CCO[CH2:19][CH3:20]. (3) Given the product [O:1]=[CH:2][C@H:3]([C@@H:5]([C@@H:7]([CH2:9][OH:10])[OH:8])[OH:6])[OH:4], predict the reactants needed to synthesize it. The reactants are: [O:1]=[CH:2][C@@H:3]([C@H:5]([C@H:7]([C@@H:9](CO)[OH:10])[OH:8])[OH:6])[OH:4].O=C[C@@H]([C@@H]([C@H]([C@H](C)O)O)O)O.O=C[C@@H]([C@H]([C@H]([C@@H](C(O)=O)O)O)O)O.O=C[C@@H]([C@H]([C@@H]([C@@H](CO)O)O)O)O. (4) Given the product [O:1]=[C:2]1[N:8]([CH:9]2[CH2:10][CH2:11][N:12]([C:15]3[CH:16]=[C:17]([CH:23]=[CH:24][CH:25]=3)[C:18]([OH:20])=[O:19])[CH2:13][CH2:14]2)[CH2:7][CH2:6][C:5]2[CH:26]=[CH:27][CH:28]=[CH:29][C:4]=2[NH:3]1, predict the reactants needed to synthesize it. The reactants are: [O:1]=[C:2]1[N:8]([CH:9]2[CH2:14][CH2:13][N:12]([C:15]3[CH:16]=[C:17]([CH:23]=[CH:24][CH:25]=3)[C:18]([O:20]CC)=[O:19])[CH2:11][CH2:10]2)[CH2:7][CH2:6][C:5]2[CH:26]=[CH:27][CH:28]=[CH:29][C:4]=2[NH:3]1.[OH-].[Na+].Cl. (5) Given the product [CH3:9][C:4]1[N:3]=[C:2]([N:18]([C:15]2[CH:16]=[CH:17][C:12]([O:11][CH3:10])=[CH:13][CH:14]=2)[CH3:19])[CH:7]=[C:6]([CH3:8])[N:5]=1, predict the reactants needed to synthesize it. The reactants are: Cl[C:2]1[CH:7]=[C:6]([CH3:8])[N:5]=[C:4]([CH3:9])[N:3]=1.[CH3:10][O:11][C:12]1[CH:17]=[CH:16][C:15]([NH:18][CH3:19])=[CH:14][CH:13]=1.Cl. (6) The reactants are: [CH2:1]([O:8][C:9]([N:11]1[CH2:16][CH2:15][C:14]([C:24]([O:26][CH2:27][CH3:28])=[O:25])([CH2:17][CH2:18][CH:19]2OCC[O:20]2)[CH2:13][CH2:12]1)=[O:10])[C:2]1[CH:7]=[CH:6][CH:5]=[CH:4][CH:3]=1.Cl.C(=O)([O-])O.[Na+]. Given the product [CH2:1]([O:8][C:9]([N:11]1[CH2:12][CH2:13][C:14]([C:24]([O:26][CH2:27][CH3:28])=[O:25])([CH2:17][CH2:18][CH:19]=[O:20])[CH2:15][CH2:16]1)=[O:10])[C:2]1[CH:3]=[CH:4][CH:5]=[CH:6][CH:7]=1, predict the reactants needed to synthesize it. (7) Given the product [CH2:1]([O:3][C:4]([C:6]1[C:15](=[O:16])[C:14]2[C:9](=[C:10](/[CH:19]=[CH:20]\[CH2:21][C@@H:22]([NH2:32])[CH2:23][CH2:24][C:25]([O:27][C:28]([CH3:29])([CH3:30])[CH3:31])=[O:26])[C:11]([F:18])=[C:12]([F:17])[CH:13]=2)[N:8]([CH:43]2[CH2:44][CH2:45]2)[CH:7]=1)=[O:5])[CH3:2], predict the reactants needed to synthesize it. The reactants are: [CH2:1]([O:3][C:4]([C:6]1[C:15](=[O:16])[C:14]2[C:9](=[C:10]([C:19]#[C:20][CH2:21][C@@H:22]([NH:32]C(OCC3C=CC=CC=3)=O)[CH2:23][CH2:24][C:25]([O:27][C:28]([CH3:31])([CH3:30])[CH3:29])=[O:26])[C:11]([F:18])=[C:12]([F:17])[CH:13]=2)[N:8]([CH:43]2[CH2:45][CH2:44]2)[CH:7]=1)=[O:5])[CH3:2]. (8) Given the product [C:12]([C:14]1[CH:15]=[CH:16][C:17]([C:20]2[O:21][C:22]([C:2]3[CH:11]=[CH:10][C:5]([C:6]#[N:7])=[CH:4][CH:3]=3)=[CH:23][CH:24]=2)=[CH:18][CH:19]=1)#[N:13], predict the reactants needed to synthesize it. The reactants are: Br[C:2]1[CH:11]=[CH:10][C:5]([C:6](=NO)[NH2:7])=[CH:4][CH:3]=1.[C:12]([C:14]1[CH:19]=[CH:18][C:17]([C:20]2[O:21][CH:22]=[CH:23][CH:24]=2)=[CH:16][CH:15]=1)#[N:13]. (9) Given the product [CH3:28][C:23]1([CH3:29])[C:24]([CH3:27])([CH3:26])[O:25][B:21]([C:2]2[CH:7]=[CH:6][C:5]([N:8]3[C:20]4[CH:19]=[CH:18][CH:17]=[CH:16][C:15]=4[C:14]4[C:9]3=[CH:10][CH:11]=[CH:12][CH:13]=4)=[CH:4][CH:3]=2)[O:22]1, predict the reactants needed to synthesize it. The reactants are: Br[C:2]1[CH:7]=[CH:6][C:5]([N:8]2[C:20]3[CH:19]=[CH:18][CH:17]=[CH:16][C:15]=3[C:14]3[C:9]2=[CH:10][CH:11]=[CH:12][CH:13]=3)=[CH:4][CH:3]=1.[B:21]1([B:21]2[O:25][C:24]([CH3:27])([CH3:26])[C:23]([CH3:29])([CH3:28])[O:22]2)[O:25][C:24]([CH3:27])([CH3:26])[C:23]([CH3:29])([CH3:28])[O:22]1.C([O-])(=O)C.[K+]. (10) Given the product [CH2:19]([O:21][C:22]1[CH:23]=[C:24]([CH:27]=[C:28]([O:31][CH2:32][CH3:33])[C:29]=1[F:30])[CH2:25][N:16]1[CH2:17][CH2:18][CH:13]([NH:12][C:4]2[O:5][C:6]3[CH:7]=[N:8][CH:9]=[CH:10][C:11]=3[N:3]=2)[CH2:14][CH2:15]1)[CH3:20], predict the reactants needed to synthesize it. The reactants are: Cl.Cl.[N:3]1[C:11]2[CH:10]=[CH:9][N:8]=[CH:7][C:6]=2[O:5][C:4]=1[NH:12][CH:13]1[CH2:18][CH2:17][NH:16][CH2:15][CH2:14]1.[CH2:19]([O:21][C:22]1[CH:23]=[C:24]([CH:27]=[C:28]([O:31][CH2:32][CH3:33])[C:29]=1[F:30])[CH:25]=O)[CH3:20].C([BH3-])#N.[Na+].C(N(C(C)C)C(C)C)C.